This data is from Forward reaction prediction with 1.9M reactions from USPTO patents (1976-2016). The task is: Predict the product of the given reaction. Given the reactants [C:1]([C:5]1[CH:6]=[C:7]([NH:18][C:19]([NH:21][C:22]2[CH:27]=[CH:26][C:25]([O:28][C:29]3[CH:34]=[CH:33][N:32]=[CH:31][CH:30]=3)=[CH:24][CH:23]=2)=[O:20])[N:8]([C:10]2[CH:15]=[CH:14][C:13]([C:16]#[N:17])=[CH:12][CH:11]=2)[N:9]=1)([CH3:4])([CH3:3])[CH3:2].[H-].[Al+3].[Li+].[H-].[H-].[H-], predict the reaction product. The product is: [NH2:17][CH2:16][C:13]1[CH:14]=[CH:15][C:10]([N:8]2[C:7]([NH:18][C:19]([NH:21][C:22]3[CH:27]=[CH:26][C:25]([O:28][C:29]4[CH:30]=[CH:31][N:32]=[CH:33][CH:34]=4)=[CH:24][CH:23]=3)=[O:20])=[CH:6][C:5]([C:1]([CH3:4])([CH3:3])[CH3:2])=[N:9]2)=[CH:11][CH:12]=1.